From a dataset of Forward reaction prediction with 1.9M reactions from USPTO patents (1976-2016). Predict the product of the given reaction. (1) Given the reactants [CH3:1][O:2][C:3]1[CH:8]=[C:7](B2OC(C)(C)C(C)(C)O2)[CH:6]=[CH:5][C:4]=1[NH:18][C:19](=[O:25])[O:20][C:21]([CH3:24])([CH3:23])[CH3:22].Br[C:27]1[CH:32]=[CH:31][CH:30]=[CH:29][N:28]=1.C(=O)([O-])[O-].[K+].[K+], predict the reaction product. The product is: [CH3:1][O:2][C:3]1[CH:8]=[C:7]([C:27]2[CH:32]=[CH:31][CH:30]=[CH:29][N:28]=2)[CH:6]=[CH:5][C:4]=1[NH:18][C:19](=[O:25])[O:20][C:21]([CH3:22])([CH3:23])[CH3:24]. (2) Given the reactants [F:1][C:2]([F:28])([F:27])[S:3]([C:6]1([OH:26])[C:19]2[O:20][C@@H:16]3[C@@:17]45[CH2:21][CH2:22][N:23]([CH3:24])[C@@H:11]([C@@H:12]4[CH:13]=[CH:14][C@@H:15]3[OH:25])[CH2:10][C:9]([C:18]5=2)=[CH:8][CH2:7]1)(=[O:5])=[O:4].[C:29]([O-:32])(O)=[O:30].[Na+].ClC(OC)=O, predict the reaction product. The product is: [C:29](=[O:30])([OH:32])[NH2:23].[F:28][C:2]([F:1])([F:27])[S:3]([C:6]1([OH:26])[C:19]2[O:20][C@@H:16]3[C@@:17]45[CH2:21][CH2:22][N:23]([CH3:24])[C@@H:11]([C@@H:12]4[CH:13]=[CH:14][C@@H:15]3[OH:25])[CH2:10][C:9]([C:18]5=2)=[CH:8][CH2:7]1)(=[O:5])=[O:4]. (3) Given the reactants [C:1]([C:5](Cl)=[O:6])([CH3:4])([CH3:3])[CH3:2].[NH2:8][C:9]1[CH:10]=[C:11]([NH:26][S:27]([C:30]2[CH:35]=[CH:34][C:33]([NH:36][C:37](=[O:39])[CH3:38])=[CH:32][CH:31]=2)(=[O:29])=[O:28])[CH:12]=[CH:13][C:14]=1[NH:15][CH2:16][CH2:17][O:18][Si:19]([C:22]([CH3:25])([CH3:24])[CH3:23])([CH3:21])[CH3:20].CCN(CC)CC, predict the reaction product. The product is: [C:37]([NH:36][C:33]1[CH:32]=[CH:31][C:30]([S:27]([NH:26][C:11]2[CH:12]=[CH:13][C:14]([NH:15][CH2:16][CH2:17][O:18][Si:19]([C:22]([CH3:25])([CH3:24])[CH3:23])([CH3:21])[CH3:20])=[C:9]([NH:8][C:5](=[O:6])[C:1]([CH3:4])([CH3:3])[CH3:2])[CH:10]=2)(=[O:28])=[O:29])=[CH:35][CH:34]=1)(=[O:39])[CH3:38]. (4) Given the reactants [C:1]([O:4][C@H:5]([CH3:25])[CH2:6][CH2:7][CH2:8][CH2:9][N:10]1[C:15](=[O:16])[C:14]2[C:17]([CH3:22])=[CH:18][C:19](=[O:21])[NH:20][C:13]=2[N:12]([CH3:23])[C:11]1=[O:24])(=[O:3])[CH3:2].N1C=CC=CC=1.[F:32][C:33]([F:46])([F:45])[S:34](O[S:34]([C:33]([F:46])([F:45])[F:32])(=[O:36])=[O:35])(=[O:36])=[O:35], predict the reaction product. The product is: [C:1]([O:4][C@H:5]([CH3:25])[CH2:6][CH2:7][CH2:8][CH2:9][N:10]1[C:15](=[O:16])[C:14]2[C:17]([CH3:22])=[CH:18][C:19]([O:21][S:34]([C:33]([F:46])([F:45])[F:32])(=[O:36])=[O:35])=[N:20][C:13]=2[N:12]([CH3:23])[C:11]1=[O:24])(=[O:3])[CH3:2]. (5) Given the reactants Cl.Cl.[NH2:3][C@@H:4]([C:7]1[CH:12]=[CH:11][C:10]([F:13])=[CH:9][N:8]=1)[CH2:5][OH:6].[OH-].[K+].[C:16](=O)(OC(Cl)(Cl)Cl)[O:17]C(Cl)(Cl)Cl.[OH-].[Na+], predict the reaction product. The product is: [F:13][C:10]1[CH:11]=[CH:12][C:7]([C@H:4]2[CH2:5][O:6][C:16](=[O:17])[NH:3]2)=[N:8][CH:9]=1.